From a dataset of Full USPTO retrosynthesis dataset with 1.9M reactions from patents (1976-2016). Predict the reactants needed to synthesize the given product. (1) Given the product [Br:1][C:2]1[CH:3]=[C:4]([NH:33][CH2:32][CH:30]2[CH2:31][O:28][CH2:29]2)[C:5]2[N:6]([C:8]([C:11]3[CH:22]=[CH:21][C:14]([C:15]([NH:17][CH:18]4[CH2:20][CH2:19]4)=[O:16])=[C:13]([CH3:23])[CH:12]=3)=[CH:9][N:10]=2)[N:7]=1, predict the reactants needed to synthesize it. The reactants are: [Br:1][C:2]1[CH:3]=[C:4](S(C)(=O)=O)[C:5]2[N:6]([C:8]([C:11]3[CH:22]=[CH:21][C:14]([C:15]([NH:17][CH:18]4[CH2:20][CH2:19]4)=[O:16])=[C:13]([CH3:23])[CH:12]=3)=[CH:9][N:10]=2)[N:7]=1.[O:28]1[CH2:31][CH:30]([CH2:32][NH2:33])[CH2:29]1.CCN(C(C)C)C(C)C. (2) Given the product [N:8]1[N:7]2[CH:2]=[CH:3][C:4]([C:11]([O:13][CH2:14][CH3:15])=[O:12])=[N:5][C:6]2=[CH:10][CH:9]=1, predict the reactants needed to synthesize it. The reactants are: Cl[C:2]1[N:7]2[N:8]=[CH:9][CH:10]=[C:6]2[N:5]=[C:4]([C:11]([O:13][CH2:14][CH3:15])=[O:12])[CH:3]=1.C([O-])(=O)C.[Na+].ClC1C(=O)C(C#N)=C(C#N)C(=O)C=1Cl.